The task is: Predict which catalyst facilitates the given reaction.. This data is from Catalyst prediction with 721,799 reactions and 888 catalyst types from USPTO. (1) Reactant: [Cl:1][C:2]1[N:7]=[C:6]([NH2:8])[N:5]=[C:4]2[NH:9][N:10]=[CH:11][C:3]=12.[Cl:12][C:13]1[C:18]([CH3:19])=[CH:17][N:16]=[C:15]([CH2:20]Cl)[C:14]=1[CH3:22].C([O-])([O-])=O.[Cs+].[Cs+].CN(C=O)C. Product: [Cl:1][C:2]1[N:7]=[C:6]([NH2:8])[N:5]=[C:4]2[N:9]([CH2:20][C:15]3[C:14]([CH3:22])=[C:13]([Cl:12])[C:18]([CH3:19])=[CH:17][N:16]=3)[N:10]=[CH:11][C:3]=12. The catalyst class is: 25. (2) Reactant: Cl.Cl.[CH3:3][C:4]1[N:9]=[N:8][C:7]([C:10]2[CH:11]=[C:12]3[C:17](=[CH:18][CH:19]=2)[CH2:16][N:15]([CH2:20][C:21]([OH:23])=O)[CH2:14][CH2:13]3)=[CH:6][CH:5]=1.F[P-](F)(F)(F)(F)F.[N:31]1(O[P+](N(C)C)(N(C)C)N(C)C)[C:35]2[CH:36]=[CH:37][CH:38]=CC=2N=N1.O. Product: [CH:35]1([N:31]2[CH2:17][CH2:16][N:15]([C:21](=[O:23])[CH2:20][N:15]3[CH2:14][CH2:13][C:12]4[C:17](=[CH:18][CH:19]=[C:10]([C:7]5[N:8]=[N:9][C:4]([CH3:3])=[CH:5][CH:6]=5)[CH:11]=4)[CH2:16]3)[CH2:14][CH2:13]2)[CH2:36][CH2:37][CH2:38]1. The catalyst class is: 2. (3) Reactant: [F:1][C:2]1([CH2:8][O:9][C:10]2[CH:15]=[CH:14][C:13]([S:16]([NH2:19])(=[O:18])=[O:17])=[CH:12][C:11]=2[N+:20]([O-:22])=[O:21])[CH2:7][CH2:6][NH:5][CH2:4][CH2:3]1.[O:23]1[CH2:28][CH2:27][C:26](=O)[CH2:25][CH2:24]1.C([BH3-])#N.[Na+].C(O)(=O)C. Product: [F:1][C:2]1([CH2:8][O:9][C:10]2[CH:15]=[CH:14][C:13]([S:16]([NH2:19])(=[O:18])=[O:17])=[CH:12][C:11]=2[N+:20]([O-:22])=[O:21])[CH2:7][CH2:6][N:5]([CH:26]2[CH2:27][CH2:28][O:23][CH2:24][CH2:25]2)[CH2:4][CH2:3]1. The catalyst class is: 7. (4) Reactant: [Na].[CH2:2]([C:11]1[CH:16]=[CH:15][C:14]([CH2:17][N:18]2[CH2:22][CH2:21][CH:20]([C:23]([O:25][CH3:26])=[O:24])[CH2:19]2)=[CH:13][CH:12]=1)[CH2:3][CH2:4][CH2:5][CH2:6][CH2:7][CH2:8][CH2:9][CH3:10].C1(S(N2C(C3C=CC=CC=3)O2)(=O)=[O:34])C=CC=CC=1. Product: [CH2:2]([C:11]1[CH:12]=[CH:13][C:14]([CH2:17][N:18]2[CH2:22][CH2:21][C:20]([C:23]([O:25][CH3:26])=[O:24])([OH:34])[CH2:19]2)=[CH:15][CH:16]=1)[CH2:3][CH2:4][CH2:5][CH2:6][CH2:7][CH2:8][CH2:9][CH3:10]. The catalyst class is: 1. (5) Reactant: CC1C=CC(S(O[CH2:12][CH2:13][CH2:14][CH2:15][CH2:16][O:17][CH2:18][CH2:19][CH2:20][NH:21][C:22](=[O:28])[O:23][C:24]([CH3:27])([CH3:26])[CH3:25])(=O)=O)=CC=1.[OH:29][C:30]1[CH:39]=[CH:38][C:33]([C:34]([O:36][CH3:37])=[O:35])=[CH:32][CH:31]=1.C(=O)([O-])[O-].[K+].[K+]. Product: [C:24]([O:23][C:22]([NH:21][CH2:20][CH2:19][CH2:18][O:17][CH2:16][CH2:15][CH2:14][CH2:13][CH2:12][O:29][C:30]1[CH:31]=[CH:32][C:33]([C:34]([O:36][CH3:37])=[O:35])=[CH:38][CH:39]=1)=[O:28])([CH3:27])([CH3:26])[CH3:25]. The catalyst class is: 210. (6) Reactant: [CH3:1][S:2]([O-:4])=[O:3].[Na+].Br[CH2:7][C:8]1[S:12][C:11]([C:13]([O:15][CH3:16])=[O:14])=[CH:10][CH:9]=1.C(O)C.O. The catalyst class is: 7. Product: [CH3:1][S:2]([CH2:7][C:8]1[S:12][C:11]([C:13]([O:15][CH3:16])=[O:14])=[CH:10][CH:9]=1)(=[O:4])=[O:3]. (7) Product: [CH3:1][O:2][C:3]1[CH:8]=[CH:7][CH:6]=[CH:5][C:4]=1[S:9]([NH2:24])(=[O:11])=[O:10]. Reactant: [CH3:1][O:2][C:3]1[CH:8]=[CH:7][CH:6]=[CH:5][C:4]=1[S:9](Cl)(=[O:11])=[O:10].C12(C[NH2:24])CC3CC(CC(C3)C1)C2.C(N(C(C)C)CC)(C)C. The catalyst class is: 4. (8) Reactant: [CH:1]([CH:3]([CH3:14])[C:4]([C:6]1[CH:11]=[CH:10][C:9]([O:12][CH3:13])=[CH:8][CH:7]=1)=O)=O.O.[NH2:16][NH2:17]. Product: [CH3:13][O:12][C:9]1[CH:10]=[CH:11][C:6]([C:4]2[C:3]([CH3:14])=[CH:1][NH:17][N:16]=2)=[CH:7][CH:8]=1. The catalyst class is: 8. (9) The catalyst class is: 6. Product: [CH2:20]([NH:19][C:18]([C:7]1[CH:6]=[C:5]([CH:10]=[C:9]([C:11](=[O:17])[N:12]([CH3:16])[CH2:13][CH2:14][CH3:15])[CH:8]=1)[C:4]([OH:23])=[O:3])=[O:22])[CH3:21]. Reactant: C([O:3][C:4](=[O:23])[C:5]1[CH:10]=[C:9]([C:11](=[O:17])[N:12]([CH3:16])[CH2:13][CH2:14][CH3:15])[CH:8]=[C:7]([C:18](=[O:22])[NH:19][CH2:20][CH3:21])[CH:6]=1)C.[OH-].[Li+].C1COCC1.